This data is from Full USPTO retrosynthesis dataset with 1.9M reactions from patents (1976-2016). The task is: Predict the reactants needed to synthesize the given product. (1) Given the product [Cl:1][C:2]1[CH:19]=[C:18]([F:20])[C:17]([N:21]2[C:26](=[O:27])[CH:25]=[C:24]([C:28]([F:29])([F:30])[F:31])[N:23]([CH3:32])[C:22]2=[O:33])=[CH:16][C:3]=1[O:4][C:5]1[CH:15]=[CH:14][CH:13]=[CH:12][C:6]=1[O:7][CH2:8][C:9]([O:11][CH2:37][CH:36]=[CH2:35])=[O:10], predict the reactants needed to synthesize it. The reactants are: [Cl:1][C:2]1[CH:19]=[C:18]([F:20])[C:17]([N:21]2[C:26](=[O:27])[CH:25]=[C:24]([C:28]([F:31])([F:30])[F:29])[N:23]([CH3:32])[C:22]2=[O:33])=[CH:16][C:3]=1[O:4][C:5]1[CH:15]=[CH:14][CH:13]=[CH:12][C:6]=1[O:7][CH2:8][C:9]([OH:11])=[O:10].O1C[CH2:37][CH2:36][CH2:35]1. (2) The reactants are: [CH:1]1([NH:4][C:5]([C:7]2[C:15]3[CH:14]=[C:13]([C:16]4[C:21]([F:22])=[CH:20][N:19]=[C:18]([NH:23][CH2:24][CH2:25][CH2:26][CH:27]5[CH2:32]CNCC5)[N:17]=4)[S:12][C:11]=3[CH:10]=[CH:9][CH:8]=2)=[O:6])[CH2:3][CH2:2]1.[ClH:33].[ClH:33].[CH:35]1([NH:38][C:39](C2C3C=C(C4C(F)=CN=[C:39]([NH:38][CH2:35][CH2:36]CC5CCN(C)CC5)N=4)SC=3C=CC=2)=O)C[CH2:36]1.C(OC(N1CCC(CCN)CC1)=O)(C)(C)C.C1(NC(C2C3C=C(C4C(F)=CN=C([Cl:106])N=4)SC=3C=CC=2)=O)CC1. Given the product [ClH:106].[ClH:33].[CH:1]1([NH:4][C:5]([C:7]2[C:15]3[CH:14]=[C:13]([C:16]4[C:21]([F:22])=[CH:20][N:19]=[C:18]([NH:23][CH2:24][CH2:25][CH:26]5[CH2:27][CH2:32][N:38]([CH3:39])[CH2:35][CH2:36]5)[N:17]=4)[S:12][C:11]=3[CH:10]=[CH:9][CH:8]=2)=[O:6])[CH2:3][CH2:2]1, predict the reactants needed to synthesize it. (3) Given the product [NH2:1][C:2]1[N:3]=[CH:4][C:5]([C:10]2[N:11]=[C:12]([C:30]([CH3:32])([CH3:31])[CH3:33])[N:13]([CH2:55][O:56][CH2:57][CH2:58][Si:59]([CH3:62])([CH3:61])[CH3:60])[C:14]=2[C:15]2[CH:20]=[CH:19][N:18]=[C:17]([NH:21][C:22]3[CH:27]=[CH:26][N:25]=[C:24]([O:28][CH3:29])[CH:23]=3)[N:16]=2)=[CH:67][C:7]=1[O:8][CH3:9], predict the reactants needed to synthesize it. The reactants are: [NH2:1][C:2]1[N:3]=[CH:4][C:5]([C:10]2[N:11]=[C:12]([C:30]([CH3:33])([CH3:32])[CH3:31])[NH:13][C:14]=2[C:15]2[CH:20]=[CH:19][N:18]=[C:17]([NH:21][C:22]3[CH:27]=[CH:26][N:25]=[C:24]([O:28][CH3:29])[CH:23]=3)[N:16]=2)=N[C:7]=1[O:8][CH3:9].BrC1N=C(C(C)(C)C)N([CH2:55][O:56][CH2:57][CH2:58][Si:59]([CH3:62])([CH3:61])[CH3:60])C=1C1C=CN=C(NC2C=CN=C(OC)C=2)N=1.[CH3:67]OC1C(N)=NC=C(B2OC(C)(C)C(C)(C)O2)N=1.C([O-])([O-])=O.[Na+].[Na+]. (4) The reactants are: Br[C:2]1[CH:3]=[N:4][CH:5]=[C:6]([CH:10]=1)[C:7]([OH:9])=[O:8].C(=O)([O-])[O-].[Na+].[Na+].[OH:17][CH2:18][C:19]1[CH:24]=[CH:23][C:22](B(O)O)=[CH:21][CH:20]=1. Given the product [OH:17][CH2:18][C:19]1[CH:24]=[CH:23][C:22]([C:2]2[CH:10]=[C:6]([C:7]([OH:9])=[O:8])[CH:5]=[N:4][CH:3]=2)=[CH:21][CH:20]=1, predict the reactants needed to synthesize it. (5) Given the product [CH2:22]([O:23][C:24]1[CH:29]=[CH:28][CH:27]=[CH:26][C:25]=1[N:30]1[C:13](=[O:15])[C:3]2[CH:4]=[N:5][N:6]([C:7]3[CH:8]=[CH:9][CH:10]=[CH:11][CH:12]=3)[C:2]=2[N:1]=[C:36]1[CH2:37][N:32]1[CH2:18][CH2:17][NH:35][CH2:34][CH2:33]1)[CH3:21], predict the reactants needed to synthesize it. The reactants are: [NH2:1][C:2]1[N:6]([C:7]2[CH:12]=[CH:11][CH:10]=[CH:9][CH:8]=2)[N:5]=[CH:4][C:3]=1[C:13]([OH:15])=O.Cl[CH2:17][C:18](Cl)=O.[CH3:21][CH2:22][O:23][C:24]1[C:25]([NH2:30])=[CH:26][CH:27]=[CH:28][CH:29]=1.[Cl-].[NH:32]1[CH2:37][CH2:36][NH:35][CH2:34][CH2:33]1. (6) Given the product [Cl:1][C:2]1[CH:7]=[C:6]([NH2:8])[CH:5]=[C:4]([Cl:11])[C:3]=1[C:12]1[CH:13]=[CH:14][C:15]([F:18])=[CH:16][CH:17]=1, predict the reactants needed to synthesize it. The reactants are: [Cl:1][C:2]1[CH:7]=[C:6]([N+:8]([O-])=O)[CH:5]=[C:4]([Cl:11])[C:3]=1[C:12]1[CH:17]=[CH:16][C:15]([F:18])=[CH:14][CH:13]=1.[Cl-].[NH4+].O. (7) Given the product [O:16]1[CH:20]=[CH:19][N:18]=[C:17]1[CH:21]([C:11]1[CH:12]=[CH:13][C:8]([O:7][CH:2]2[CH2:3][CH2:4][CH2:5][CH2:6][O:1]2)=[CH:9][CH:10]=1)[OH:22], predict the reactants needed to synthesize it. The reactants are: [O:1]1[CH2:6][CH2:5][CH2:4][CH2:3][CH:2]1[O:7][C:8]1[CH:13]=[CH:12][C:11]([Mg]Br)=[CH:10][CH:9]=1.[O:16]1[CH:20]=[CH:19][N:18]=[C:17]1[CH:21]=[O:22]. (8) Given the product [N:20]1([CH2:19][CH2:18][NH:17][C:13]2[N:12]=[C:11]3[N:10]([CH2:26][O:27][CH2:28][CH2:29][Si:30]([CH3:33])([CH3:32])[CH3:31])[N:9]=[C:8]([C:4]4[CH:5]=[CH:6][CH:7]=[C:2]([NH:42][CH2:41][C:35]5[S:34][CH:38]=[CH:37][CH:36]=5)[CH:3]=4)[C:16]3=[CH:15][N:14]=2)[CH2:25][CH2:24][O:23][CH2:22][CH2:21]1, predict the reactants needed to synthesize it. The reactants are: Br[C:2]1[CH:3]=[C:4]([C:8]2[C:16]3[C:11](=[N:12][C:13]([NH:17][CH2:18][CH2:19][N:20]4[CH2:25][CH2:24][O:23][CH2:22][CH2:21]4)=[N:14][CH:15]=3)[N:10]([CH2:26][O:27][CH2:28][CH2:29][Si:30]([CH3:33])([CH3:32])[CH3:31])[N:9]=2)[CH:5]=[CH:6][CH:7]=1.[S:34]1[CH:38]=[CH:37][CH:36]=[C:35]1NC.[CH3:41][N:42](C1C(C2C(P(C3CCCCC3)C3CCCCC3)=CC=CC=2)=CC=CC=1)C.C(O[Na])(C)(C)C. (9) Given the product [CH3:1][C@H:2]1[CH2:7][C@@H:6]([OH:8])[C@H:5]([CH:9]([CH3:11])[CH3:10])[CH2:4][CH2:3]1, predict the reactants needed to synthesize it. The reactants are: [CH3:1][C@H:2]1[CH2:7][C@@H:6]([OH:8])[C@H:5]([C:9]([CH3:11])=[CH2:10])[CH2:4][CH2:3]1.[H][H]. (10) Given the product [CH3:23][O:22][C:15]1[CH:16]=[C:17]([O:20][CH3:21])[CH:18]=[CH:19][C:14]=1[CH2:13][NH:12][CH2:10][CH2:9][CH:8]([NH2:7])[C:24]([F:25])([F:26])[F:27], predict the reactants needed to synthesize it. The reactants are: [H-].[H-].[H-].[H-].[Li+].[Al+3].[NH2:7][CH:8]([C:24]([F:27])([F:26])[F:25])[CH2:9][C:10]([NH:12][CH2:13][C:14]1[CH:19]=[CH:18][C:17]([O:20][CH3:21])=[CH:16][C:15]=1[O:22][CH3:23])=O.O.[OH-].[Na+].